From a dataset of Forward reaction prediction with 1.9M reactions from USPTO patents (1976-2016). Predict the product of the given reaction. (1) Given the reactants C(OC([NH:8][CH2:9][CH2:10][CH2:11][O:12][C:13]1[CH:22]=[CH:21][C:16]([C:17]([O:19][CH3:20])=[O:18])=[CH:15][C:14]=1[O:23][CH3:24])=O)(C)(C)C.[N+:25]([O-])([OH:27])=[O:26].C(Cl)(Cl)Cl, predict the reaction product. The product is: [NH2:8][CH2:9][CH2:10][CH2:11][O:12][C:13]1[C:14]([O:23][CH3:24])=[CH:15][C:16]([C:17]([O:19][CH3:20])=[O:18])=[C:21]([N+:25]([O-:27])=[O:26])[CH:22]=1. (2) Given the reactants C([C:5]1(OC=CC1)[CH2:6][O:7][CH2:8][C:9]1(CCCC)[O:13][CH:12]=[CH:11][CH2:10]1)CCC.[H][H], predict the reaction product. The product is: [O:13]1[CH:9]=[CH:10][CH:11]=[CH:12]1.[CH3:5][CH2:6][O:7][CH2:8][CH3:9]. (3) Given the reactants [Br:1][C:2]1[C:3]([O:11][CH3:12])=[C:4]2[C:8](=[CH:9][CH:10]=1)[NH:7][N:6]=[CH:5]2.[H-].[Na+].[CH3:15]I, predict the reaction product. The product is: [Br:1][C:2]1[C:3]([O:11][CH3:12])=[C:4]2[C:8](=[CH:9][CH:10]=1)[N:7]([CH3:15])[N:6]=[CH:5]2. (4) Given the reactants [B:1]([C:4]1[CH:12]=[CH:11][C:7]([C:8]([OH:10])=O)=[CH:6][CH:5]=1)([OH:3])[OH:2].CCN=C=NCCCN(C)C.[NH2:24][CH2:25][CH2:26][CH2:27][CH2:28][NH:29][C:30](=[O:56])[CH2:31][C@@H:32]1[N:38]=[C:37]([C:39]2[CH:44]=[CH:43][C:42]([Cl:45])=[CH:41][CH:40]=2)[C:36]2[CH:46]=[C:47]([O:50][CH3:51])[CH:48]=[CH:49][C:35]=2[N:34]2[C:52]([CH3:55])=[N:53][N:54]=[C:33]12.ClC1C=CC(C2C3C=C(OC)C=CC=3N3C(C)=NN=C3[C@H](CC(NCCNC(C3C=CC(B(O)O)=CC=3)=O)=O)N=2)=CC=1, predict the reaction product. The product is: [Cl:45][C:42]1[CH:43]=[CH:44][C:39]([C:37]2[C:36]3[CH:46]=[C:47]([O:50][CH3:51])[CH:48]=[CH:49][C:35]=3[N:34]3[C:52]([CH3:55])=[N:53][N:54]=[C:33]3[C@H:32]([CH2:31][C:30]([NH:29][CH2:28][CH2:27][CH2:26][CH2:25][NH:24][C:8]([C:7]3[CH:6]=[CH:5][C:4]([B:1]([OH:2])[OH:3])=[CH:12][CH:11]=3)=[O:10])=[O:56])[N:38]=2)=[CH:40][CH:41]=1. (5) The product is: [F:1][C:2]1[CH:7]=[C:6]([C:27]2[CH:40]=[CH:39][CH:38]=[CH:37][C:28]=2[O:29][C:30]2[CH:35]=[CH:34][N:33]=[C:32]([NH2:36])[N:31]=2)[CH:5]=[CH:4][C:3]=1[C:17]1[CH:18]=[C:19]2[CH:25]=[CH:24][NH:23][C:20]2=[N:21][CH:22]=1. Given the reactants [F:1][C:2]1[CH:7]=[C:6](B2OC(C)(C)C(C)(C)O2)[CH:5]=[CH:4][C:3]=1[C:17]1[CH:18]=[C:19]2[CH:25]=[CH:24][NH:23][C:20]2=[N:21][CH:22]=1.Br[C:27]1[CH:40]=[CH:39][CH:38]=[CH:37][C:28]=1[O:29][C:30]1[CH:35]=[CH:34][N:33]=[C:32]([NH2:36])[N:31]=1, predict the reaction product. (6) Given the reactants [Na].[Cl-].[NH2:3][C:4]([NH2:6])=[NH2+:5].[C:7]([C:11]1[CH:12]=[C:13]2[C:17](=[CH:18][CH:19]=1)[CH:16]([CH2:20][C:21](OCC)=[O:22])[N:15]([CH2:26][CH:27]([CH3:29])[CH3:28])[C:14]2=[O:30])([CH3:10])([CH3:9])[CH3:8], predict the reaction product. The product is: [C:7]([C:11]1[CH:12]=[C:13]2[C:17](=[CH:18][CH:19]=1)[CH:16]([CH2:20][C:21]([NH:5][C:4]([NH2:6])=[NH:3])=[O:22])[N:15]([CH2:26][CH:27]([CH3:28])[CH3:29])[C:14]2=[O:30])([CH3:10])([CH3:9])[CH3:8].